From a dataset of Forward reaction prediction with 1.9M reactions from USPTO patents (1976-2016). Predict the product of the given reaction. Given the reactants Cl[CH2:2][CH:3]1[O:7][C:6](=[O:8])[N:5]([CH2:9][C:10]2[CH:15]=[CH:14][C:13]([C:16]3[CH:21]=[CH:20][C:19]([F:22])=[CH:18][C:17]=3[F:23])=[CH:12][CH:11]=2)[CH2:4]1.[CH3:24][NH:25][CH3:26], predict the reaction product. The product is: [F:23][C:17]1[CH:18]=[C:19]([F:22])[CH:20]=[CH:21][C:16]=1[C:13]1[CH:14]=[CH:15][C:10]([CH2:9][N:5]2[CH2:4][CH:3]([CH2:2][N:25]([CH3:26])[CH3:24])[O:7][C:6]2=[O:8])=[CH:11][CH:12]=1.